This data is from Forward reaction prediction with 1.9M reactions from USPTO patents (1976-2016). The task is: Predict the product of the given reaction. (1) Given the reactants [Cl:1][C:2]1[CH:7]=[CH:6][C:5]([C@@H:8]([NH:12][S@@](C(C)(C)C)=O)[CH2:9][CH2:10][OH:11])=[C:4]([F:19])[C:3]=1[O:20][C:21]1[CH:26]=[CH:25][CH:24]=[CH:23][CH:22]=1, predict the reaction product. The product is: [ClH:1].[NH2:12][CH:8]([C:5]1[CH:6]=[CH:7][C:2]([Cl:1])=[C:3]([O:20][C:21]2[CH:22]=[CH:23][CH:24]=[CH:25][CH:26]=2)[C:4]=1[F:19])[CH2:9][CH2:10][OH:11]. (2) Given the reactants [BH4-].[Na+].[CH2:3]([O:10][C:11]1[CH:12]=[C:13]([C:17](=[O:38])[CH:18]([CH2:24][C:25]2[CH:30]=[CH:29][CH:28]=[C:27]([O:31][C:32]([F:37])([F:36])[CH:33]([F:35])[F:34])[CH:26]=2)[C:19]([O:21][CH2:22][CH3:23])=[O:20])[CH:14]=[CH:15][CH:16]=1)[C:4]1[CH:9]=[CH:8][CH:7]=[CH:6][CH:5]=1.Cl.O, predict the reaction product. The product is: [CH2:3]([O:10][C:11]1[CH:12]=[C:13]([CH:17]([OH:38])[CH:18]([CH2:24][C:25]2[CH:30]=[CH:29][CH:28]=[C:27]([O:31][C:32]([F:36])([F:37])[CH:33]([F:34])[F:35])[CH:26]=2)[C:19]([O:21][CH2:22][CH3:23])=[O:20])[CH:14]=[CH:15][CH:16]=1)[C:4]1[CH:5]=[CH:6][CH:7]=[CH:8][CH:9]=1. (3) Given the reactants Br[CH:2]([CH3:11])[C:3]([C:5]1[CH:10]=[CH:9][CH:8]=[CH:7][CH:6]=1)=O.[NH2:12][C:13]([NH2:15])=[S:14], predict the reaction product. The product is: [NH2:15][C:13]1[S:14][C:2]([CH3:11])=[C:3]([C:5]2[CH:10]=[CH:9][CH:8]=[CH:7][CH:6]=2)[N:12]=1. (4) Given the reactants [Br:1][C:2]1[CH:3]=[CH:4][C:5]([C:9]2[C:17]3[C:12](=[CH:13][N:14]=[C:15]([C:18]4[CH:19]=[N:20][CH:21]=[CH:22][CH:23]=4)[CH:16]=3)[N:11](COCC[Si](C)(C)C)[N:10]=2)=[N:6][C:7]=1F.Cl.[NH:33]1[CH2:37][CH2:36][C@@H:35]([OH:38])[CH2:34]1, predict the reaction product. The product is: [Br:1][C:2]1[C:7]([N:33]2[CH2:37][CH2:36][C@@H:35]([OH:38])[CH2:34]2)=[N:6][C:5]([C:9]2[C:17]3[C:12](=[CH:13][N:14]=[C:15]([C:18]4[CH:19]=[N:20][CH:21]=[CH:22][CH:23]=4)[CH:16]=3)[NH:11][N:10]=2)=[CH:4][CH:3]=1.